This data is from Forward reaction prediction with 1.9M reactions from USPTO patents (1976-2016). The task is: Predict the product of the given reaction. (1) Given the reactants [Br:1][C:2]1[C:3]([Cl:11])=[C:4]([CH:8]=[CH:9][CH:10]=1)[C:5]([OH:7])=O.S(Cl)(Cl)=O.C(N(CC)CC)C.[NH2:23][CH2:24][C:25]1[CH:26]=[N:27][CH:28]=[CH:29][CH:30]=1, predict the reaction product. The product is: [Br:1][C:2]1[C:3]([Cl:11])=[C:4]([CH:8]=[CH:9][CH:10]=1)[C:5]([NH:23][CH2:24][C:25]1[CH:26]=[N:27][CH:28]=[CH:29][CH:30]=1)=[O:7]. (2) Given the reactants O=P(Cl)(Cl)Cl.[CH3:6][O:7][CH2:8][CH2:9][N:10]1[C:18]2[C:13](=[C:14]([C:19]([N:21]3[CH2:26][CH2:25][O:24][CH2:23][CH2:22]3)=[O:20])[CH:15]=[CH:16][CH:17]=2)[CH:12]=[CH:11]1.Cl.CN([CH:31]=[O:32])C, predict the reaction product. The product is: [CH3:6][O:7][CH2:8][CH2:9][N:10]1[C:18]2[C:13](=[C:14]([C:19]([N:21]3[CH2:26][CH2:25][O:24][CH2:23][CH2:22]3)=[O:20])[CH:15]=[CH:16][CH:17]=2)[C:12]([CH:31]=[O:32])=[CH:11]1. (3) Given the reactants Br[C:2]1[CH:14]=[CH:13][C:5]([C:6]([NH:8][S:9]([CH3:12])(=[O:11])=[O:10])=[O:7])=[CH:4][C:3]=1[O:15][CH:16]([F:18])[F:17].[Cl:19][C:20]1[CH:21]=[C:22](B(O)O)[CH:23]=[N:24][C:25]=1[F:26].C([O-])([O-])=O.[Na+].[Na+], predict the reaction product. The product is: [Cl:19][C:20]1[CH:21]=[C:22]([C:2]2[CH:14]=[CH:13][C:5]([C:6]([NH:8][S:9]([CH3:12])(=[O:11])=[O:10])=[O:7])=[CH:4][C:3]=2[O:15][CH:16]([F:18])[F:17])[CH:23]=[N:24][C:25]=1[F:26]. (4) Given the reactants [NH2:1][C@H:2]([CH2:33][O:34][Si:35]([C:48]([CH3:51])([CH3:50])[CH3:49])([C:42]1[CH:47]=[CH:46][CH:45]=[CH:44][CH:43]=1)[C:36]1[CH:41]=[CH:40][CH:39]=[CH:38][CH:37]=1)[CH2:3][CH2:4][C:5]1[C:10]([NH:11][C:12](=[O:32])[C@H:13]([CH:19]([C:26]2[CH:31]=[CH:30][CH:29]=[CH:28][CH:27]=2)[C:20]2[CH:25]=[CH:24][CH:23]=[CH:22][CH:21]=2)[NH:14][C:15]([O:17][CH3:18])=[O:16])=[CH:9][CH:8]=CN=1.[S:52]1[C:56]2[CH:57]=[C:58]([S:61](Cl)(=[O:63])=[O:62])[CH:59]=[CH:60][C:55]=2[N:54]=[CH:53]1.[N+]([C:68]1C=CC(S(Cl)(=O)=O)=C[CH:69]=1)([O-])=O, predict the reaction product. The product is: [S:52]1[C:56]2[CH:57]=[C:58]([S:61]([NH:1][C@H:2]([CH2:33][O:34][Si:35]([C:48]([CH3:49])([CH3:51])[CH3:50])([C:42]3[CH:47]=[CH:46][CH:45]=[CH:44][CH:43]=3)[C:36]3[CH:41]=[CH:40][CH:39]=[CH:38][CH:37]=3)[CH2:3][CH2:4][C:5]3[CH:69]=[CH:68][CH:8]=[CH:9][C:10]=3[NH:11][C:12](=[O:32])[C@H:13]([CH:19]([C:26]3[CH:27]=[CH:28][CH:29]=[CH:30][CH:31]=3)[C:20]3[CH:25]=[CH:24][CH:23]=[CH:22][CH:21]=3)[NH:14][C:15]([O:17][CH3:18])=[O:16])(=[O:63])=[O:62])[CH:59]=[CH:60][C:55]=2[N:54]=[CH:53]1. (5) Given the reactants Cl[C:2]1[C:3]2[C:10]([I:11])=[CH:9][N:8]([C@@H:12]3[O:22][C@H:21]([CH2:23][O:24]C(=O)C)[C@@H:16]([O:17]C(=O)C)[C@H:13]3[O:14][CH3:15])[C:4]=2[N:5]=[CH:6][N:7]=1.[NH3:28], predict the reaction product. The product is: [NH2:28][C:2]1[C:3]2[C:10]([I:11])=[CH:9][N:8]([C@@H:12]3[O:22][C@H:21]([CH2:23][OH:24])[C@@H:16]([OH:17])[C@H:13]3[O:14][CH3:15])[C:4]=2[N:5]=[CH:6][N:7]=1.